Dataset: Reaction yield outcomes from USPTO patents with 853,638 reactions. Task: Predict the reaction yield, written as a fraction of the theoretical maximum amount of product (1.0 means a 100% yield; for example, 0.34 means a 34% yield). (1) The product is [CH2:1]([O:8][CH2:9][CH2:10][O:11][CH2:14][CH2:13][C:12]([O:16][CH2:17][CH3:18])=[O:15])[C:2]1[CH:7]=[CH:6][CH:5]=[CH:4][CH:3]=1. The catalyst is [Na].C1COCC1. The reactants are [CH2:1]([O:8][CH2:9][CH2:10][OH:11])[C:2]1[CH:7]=[CH:6][CH:5]=[CH:4][CH:3]=1.[C:12]([O:16][CH2:17][CH3:18])(=[O:15])[CH:13]=[CH2:14]. The yield is 0.168. (2) The reactants are [F:1][C:2]1[CH:14]=[CH:13][C:5]([C:6]([CH2:8][C:9]([O:11][CH3:12])=[O:10])=O)=[CH:4][CH:3]=1.C1(C)C=CC([S:21]([N:24]=[N+:25]=[N-])(=O)=O)=CC=1.C(N(CC)CC)C.COC1C=CC(P2(SP(C3C=CC(OC)=CC=3)(=S)S2)=S)=CC=1. The catalyst is O1CCCC1.O.C(#N)C. The product is [F:1][C:2]1[CH:14]=[CH:13][C:5]([C:6]2[S:21][N:24]=[N:25][C:8]=2[C:9]([O:11][CH3:12])=[O:10])=[CH:4][CH:3]=1. The yield is 0.410. (3) The reactants are [CH3:1][N:2]([CH:28]1[C:37]2[N:36]=[CH:35][CH:34]=[CH:33][C:32]=2[CH2:31][CH2:30][CH2:29]1)[CH2:3][C:4](NC1C=CC=CC=1N[C@H]1CC[C@H](NC(=O)OC(C)(C)C)CC1)=[O:5].[NH2:38][C:39]1[CH:44]=[CH:43][CH:42]=[CH:41][C:40]=1[NH:45][CH2:46][CH2:47][C:48]1[CH:53]=[CH:52][CH:51]=[CH:50][N:49]=1.CN(C1C2N=CC=CC=2CCC1)CC(O)=O. No catalyst specified. The product is [CH3:1][N:2]([CH:28]1[C:37]2[N:36]=[CH:35][CH:34]=[CH:33][C:32]=2[CH2:31][CH2:30][CH2:29]1)[CH2:3][C:4]([NH:38][C:39]1[CH:44]=[CH:43][CH:42]=[CH:41][C:40]=1[NH:45][CH2:46][CH2:47][C:48]1[CH:53]=[CH:52][CH:51]=[CH:50][N:49]=1)=[O:5]. The yield is 0.940. (4) The reactants are [CH2:1]([C:7]1[CH:8]=[C:9]([C:13]2[N:17]([CH3:18])[C:16]([C:19]([N:21]3[CH2:26][CH2:25][CH:24]([N:27]4[CH2:31][CH2:30][CH2:29][CH2:28]4)[CH2:23][CH2:22]3)=[O:20])=[C:15]([C:32]#[C:33][Si](C)(C)C)[N:14]=2)[CH:10]=[CH:11][CH:12]=1)[CH2:2][CH2:3][CH2:4][CH2:5][CH3:6].C(=O)([O-])[O-].[K+].[K+].Cl. The catalyst is CCO.C1COCC1. The product is [C:32]([C:15]1[N:14]=[C:13]([C:9]2[CH:10]=[CH:11][CH:12]=[C:7]([CH2:1][CH2:2][CH2:3][CH2:4][CH2:5][CH3:6])[CH:8]=2)[N:17]([CH3:18])[C:16]=1[C:19]([N:21]1[CH2:26][CH2:25][CH:24]([N:27]2[CH2:28][CH2:29][CH2:30][CH2:31]2)[CH2:23][CH2:22]1)=[O:20])#[CH:33]. The yield is 0.600. (5) The reactants are CS(O[CH:6]1[CH2:11][CH2:10][CH:9]([NH:12][C:13](=[O:19])[O:14][C:15]([CH3:18])([CH3:17])[CH3:16])[CH2:8][CH2:7]1)(=O)=O.[CH3:20][C:21]1[O:25][C:24]([C:26]2[CH:35]=[CH:34][C:29]([C:30]([O:32][CH3:33])=[O:31])=[CH:28][CH:27]=2)=[N:23][C:22]=1[CH2:36][SH:37].C(=O)([O-])[O-].[Cs+].[Cs+].O. The catalyst is CN(C)C=O. The product is [C:15]([O:14][C:13]([NH:12][CH:9]1[CH2:8][CH2:7][CH:6]([S:37][CH2:36][C:22]2[N:23]=[C:24]([C:26]3[CH:35]=[CH:34][C:29]([C:30]([O:32][CH3:33])=[O:31])=[CH:28][CH:27]=3)[O:25][C:21]=2[CH3:20])[CH2:11][CH2:10]1)=[O:19])([CH3:16])([CH3:17])[CH3:18]. The yield is 0.270. (6) The reactants are [Cl:1][C:2]1[CH:11]=[C:10](Cl)[C:9]2[C:4](=[C:5]([CH3:15])[C:6]([O:13][CH3:14])=[CH:7][CH:8]=2)[N:3]=1.ClC1C=C([O:27][CH2:28][C:29]2[CH:34]=[CH:33][C:32]([O:35][CH3:36])=[CH:31][CH:30]=2)C2C(=C(Cl)C(OC)=CC=2)N=1. No catalyst specified. The product is [Cl:1][C:2]1[CH:11]=[C:10]([O:27][CH2:28][C:29]2[CH:34]=[CH:33][C:32]([O:35][CH3:36])=[CH:31][CH:30]=2)[C:9]2[C:4](=[C:5]([CH3:15])[C:6]([O:13][CH3:14])=[CH:7][CH:8]=2)[N:3]=1. The yield is 0.500.